From a dataset of Serine/threonine kinase 33 screen with 319,792 compounds. Binary Classification. Given a drug SMILES string, predict its activity (active/inactive) in a high-throughput screening assay against a specified biological target. The drug is Clc1cc(c(OCC(OCC(=O)Nc2c([N+]([O-])=O)cc(c(c2)C)C)=O)cc1)C. The result is 0 (inactive).